From a dataset of hERG potassium channel inhibition data for cardiac toxicity prediction from Karim et al.. Regression/Classification. Given a drug SMILES string, predict its toxicity properties. Task type varies by dataset: regression for continuous values (e.g., LD50, hERG inhibition percentage) or binary classification for toxic/non-toxic outcomes (e.g., AMES mutagenicity, cardiotoxicity, hepatotoxicity). Dataset: herg_karim. (1) The molecule is Cc1ccc(CCNCC(O)COc2ccc(NS(C)(=O)=O)cc2)cc1C. The result is 1 (blocker). (2) The molecule is O=C(c1ccc(C2=CC3(CCNCC3)Oc3ccccc32)cc1)N1Cc2ccccc2C1. The result is 1 (blocker). (3) The molecule is CCCN(C(=O)c1cccc(Cl)c1Cl)[C@H]1CCNC1. The result is 0 (non-blocker). (4) The result is 0 (non-blocker). The drug is CSc1cccc(Nc2ncc3cc(-c4c(Cl)cccc4Cl)c(=O)n(C)c3n2)c1. (5) The compound is Cc1cc2c(s1)Nc1ccccc1N=C2N1CC[N+]CC1. The result is 0 (non-blocker). (6) The drug is CCON=C(c1ccc(Br)cc1)C1CCN(C2(C)CCN(C(=O)c3c(C)cc[n+]([O-])c3C)CC2)CC1. The result is 1 (blocker). (7) The molecule is O=C1N=c2ccccc2=[N+]1C1CC[NH+](CCCC(c2ccc(F)cc2)c2ccc(F)cc2)CC1. The result is 1 (blocker). (8) The molecule is NS(=O)(=O)c1ccc(OCCCCN2CCCC2)cc1. The result is 0 (non-blocker). (9) The molecule is CC(C)(C)c1nnc(-c2nn(-c3ccc(Cl)cc3Cl)c(-c3ccc(Br)cc3)c2Cn2cncn2)s1. The result is 0 (non-blocker). (10) The compound is CC[C@H](C)[C@H](C(=O)O)N1CC(CN2CCC(c3cc(Cc4ccc(OCC(F)(F)F)cc4)nn3CC)CC2)[C@@H](c2cccc(F)c2)C1. The result is 1 (blocker).